Task: Predict the reaction yield, written as a fraction of the theoretical maximum amount of product (1.0 means a 100% yield; for example, 0.34 means a 34% yield).. Dataset: Reaction yield outcomes from USPTO patents with 853,638 reactions (1) The reactants are [NH2:1][C:2]1[N:3]([C:27]2[CH:32]=[CH:31][CH:30]=[CH:29][CH:28]=2)[N:4]=[C:5]2[C:10]=1[CH:9]=[CH:8][C:7]([C:11]1[CH:12]=[C:13]([CH:21]3[CH2:26][CH2:25][NH:24][CH2:23][CH2:22]3)[N:14]3[C:19]=1[C:18]([NH2:20])=[N:17][CH:16]=[N:15]3)=[CH:6]2.Cl[CH2:34][C:35]([NH:37][CH3:38])=[O:36]. No catalyst specified. The product is [NH2:20][C:18]1[C:19]2=[C:11]([C:7]3[CH:8]=[CH:9][C:10]4[C:5]([CH:6]=3)=[N:4][N:3]([C:27]3[CH:32]=[CH:31][CH:30]=[CH:29][CH:28]=3)[C:2]=4[NH2:1])[CH:12]=[C:13]([CH:21]3[CH2:26][CH2:25][N:24]([CH2:34][C:35]([NH:37][CH3:38])=[O:36])[CH2:23][CH2:22]3)[N:14]2[N:15]=[CH:16][N:17]=1. The yield is 0.380. (2) No catalyst specified. The yield is 0.660. The product is [CH3:18][S:19]([CH2:22][C:23]1[CH:29]=[CH:28][C:26]([NH:27][CH:4]=[C:5]2[C:16]3[C:8](=[CH:9][CH:10]=[C:11]4[C:15]=3[S:14][CH:13]=[N:12]4)[NH:7][C:6]2=[O:17])=[CH:25][CH:24]=1)(=[O:20])=[O:21]. The reactants are C(O[CH:4]=[C:5]1[C:16]2[C:8](=[CH:9][CH:10]=[C:11]3[C:15]=2[S:14][CH:13]=[N:12]3)[NH:7][C:6]1=[O:17])C.[CH3:18][S:19]([CH2:22][C:23]1[CH:29]=[CH:28][C:26]([NH2:27])=[CH:25][CH:24]=1)(=[O:21])=[O:20].